This data is from Full USPTO retrosynthesis dataset with 1.9M reactions from patents (1976-2016). The task is: Predict the reactants needed to synthesize the given product. (1) The reactants are: FC(O)COCCOCCOCCO.C(C1[C:24]([OH:25])=[CH:23]C=C(C(C)(C)C)C=1C)(C)(C)C.CC1C(N=C=O)=CC([N:38]=[C:39]=[O:40])=CC=1.[C:44]([O-:57])(=[O:56])[CH2:45][CH2:46]CCCCCCCCC.[C:44]([O-:57])(=[O:56])[CH2:45][CH2:46]CCCCCCCCC.C([Sn+2]CCCC)CCC.C(OCCO)(=O)C=C. Given the product [C:44]([OH:57])(=[O:56])[CH:45]=[CH2:46].[NH2:38][C:39]([O:25][CH2:24][CH3:23])=[O:40], predict the reactants needed to synthesize it. (2) Given the product [Cl:1][C:2]1[CH:3]=[CH:4][C:5]([C:8]2[N:13]=[C:12]([C:14]([O:16][CH3:17])=[O:15])[CH:11]=[C:10]([N:18]=[C:19]3[CH:24]=[CH:23][C:22](=[O:25])[CH:21]=[CH:20]3)[C:9]=2[F:27])=[CH:6][CH:7]=1, predict the reactants needed to synthesize it. The reactants are: [Cl:1][C:2]1[CH:7]=[CH:6][C:5]([C:8]2[N:13]=[C:12]([C:14]([O:16][CH3:17])=[O:15])[CH:11]=[C:10]([NH:18][C:19]3[CH:24]=[CH:23][C:22]([O:25]C)=[CH:21][CH:20]=3)[C:9]=2[F:27])=[CH:4][CH:3]=1.ClN1C(C)(C)C(=O)N(Cl)C1=O. (3) Given the product [F:8][C:4]1[N:3]=[C:2]([O:9][CH2:10][C:11]2[CH:18]=[CH:17][C:14]([C:15]#[N:16])=[CH:13][CH:12]=2)[CH:7]=[CH:6][CH:5]=1, predict the reactants needed to synthesize it. The reactants are: F[C:2]1[CH:7]=[CH:6][CH:5]=[C:4]([F:8])[N:3]=1.[OH:9][CH2:10][C:11]1[CH:18]=[CH:17][C:14]([C:15]#[N:16])=[CH:13][CH:12]=1.[H-].[Na+]. (4) Given the product [ClH:1].[Cl:1][C:2]1[CH:7]=[CH:6][C:5]([C:8]2[S:31][C:11]3[C:12](=[O:30])[N:13]([C:16]4[CH:21]=[CH:20][C:19]([N:22]5[CH2:26][CH2:25][C@@H:24]([OH:27])[CH2:23]5)=[C:18]([O:28][CH3:29])[CH:17]=4)[CH:14]=[CH:15][C:10]=3[CH:9]=2)=[CH:4][CH:3]=1, predict the reactants needed to synthesize it. The reactants are: [Cl:1][C:2]1[CH:7]=[CH:6][C:5]([C:8]2[S:31][C:11]3[C:12](=[O:30])[N:13]([C:16]4[CH:21]=[CH:20][C:19]([N:22]5[CH2:26][CH2:25][C@@H:24]([OH:27])[CH2:23]5)=[C:18]([O:28][CH3:29])[CH:17]=4)[CH:14]=[CH:15][C:10]=3[CH:9]=2)=[CH:4][CH:3]=1.Cl. (5) Given the product [CH2:1]([N:8]1[C:13](=[O:14])[C:12]([O:26][CH3:25])=[C:11]([Br:16])[CH:10]=[N:9]1)[C:2]1[CH:7]=[CH:6][CH:5]=[CH:4][CH:3]=1, predict the reactants needed to synthesize it. The reactants are: [CH2:1]([N:8]1[C:13](=[O:14])[C:12](Br)=[C:11]([Br:16])[CH:10]=[N:9]1)[C:2]1[CH:7]=[CH:6][CH:5]=[CH:4][CH:3]=1.FC(F)(F)CN1[C:25](=[O:26])C(Br)=C(Br)C=N1.